From a dataset of NCI-60 drug combinations with 297,098 pairs across 59 cell lines. Regression. Given two drug SMILES strings and cell line genomic features, predict the synergy score measuring deviation from expected non-interaction effect. Drug 1: CNC(=O)C1=NC=CC(=C1)OC2=CC=C(C=C2)NC(=O)NC3=CC(=C(C=C3)Cl)C(F)(F)F. Drug 2: C(CC(=O)O)C(=O)CN.Cl. Cell line: OVCAR-5. Synergy scores: CSS=22.6, Synergy_ZIP=-2.15, Synergy_Bliss=0.465, Synergy_Loewe=-6.23, Synergy_HSA=-4.47.